This data is from Forward reaction prediction with 1.9M reactions from USPTO patents (1976-2016). The task is: Predict the product of the given reaction. (1) Given the reactants [CH3:1][O:2][C:3]1[CH:4]=[C:5]([C@H:9]2[CH2:14][NH:13][CH2:12][CH2:11][NH:10]2)[CH:6]=[CH:7][CH:8]=1.[CH:15]1([C:20]2[S:29][C:28]3[NH:27][C:26]4[CH:30]=[CH:31][CH:32]=[CH:33][C:25]=4[NH:24][C:23](=S)[C:22]=3[N:21]=2)[CH2:19][CH2:18][CH2:17][CH2:16]1.N1C=CC=[CH:37][CH:36]=1, predict the reaction product. The product is: [CH:15]1([C:20]2[S:29][C:28]3[NH:27][C:26]4[CH:30]=[CH:31][CH:32]=[CH:33][C:25]=4[N:24]=[C:23]([N:13]4[CH2:12][CH2:11][NH:10][C@@H:9]([CH2:5][CH2:6][C:7]5[CH:37]=[CH:36][CH:4]=[C:3]([O:2][CH3:1])[CH:8]=5)[CH2:14]4)[C:22]=3[N:21]=2)[CH2:19][CH2:18][CH2:17][CH2:16]1. (2) Given the reactants [Br:1][C:2]1[CH:7]=[CH:6][C:5]([CH2:8][C:9]([O:11][CH2:12][CH3:13])=[O:10])=[CH:4][CH:3]=1.[Li+].C[Si]([N-][Si](C)(C)C)(C)C.[Cl:24][CH2:25][C:26]([CH2:28]Cl)=[CH2:27].C(=O)(O)[O-].[Na+], predict the reaction product. The product is: [Br:1][C:2]1[CH:3]=[CH:4][C:5]([CH:8]([CH2:28][C:26]([CH2:25][Cl:24])=[CH2:27])[C:9]([O:11][CH2:12][CH3:13])=[O:10])=[CH:6][CH:7]=1.